From a dataset of Full USPTO retrosynthesis dataset with 1.9M reactions from patents (1976-2016). Predict the reactants needed to synthesize the given product. (1) The reactants are: [CH3:1][C:2]1[CH:3]=[C:4]([NH2:9])[CH:5]=[C:6]([CH3:8])[CH:7]=1.[Li]CCCC.B(OC)(OC)OC.[Br:22]Br. Given the product [Br:22][C:7]1[C:6]([CH3:8])=[CH:5][C:4]([NH2:9])=[CH:3][C:2]=1[CH3:1], predict the reactants needed to synthesize it. (2) Given the product [NH:46]1[CH:41]=[C:42]([CH2:43][NH:58][C:28]([CH:9]2[CH:8]([C:4]3[CH:5]=[CH:6][CH:7]=[C:2]([Cl:1])[C:3]=3[F:31])[C:12]([C:15]3[CH:20]=[CH:19][C:18]([Cl:21])=[CH:17][C:16]=3[F:22])([C:13]#[N:14])[CH:11]([CH2:23][C:24]([CH3:27])([CH3:26])[CH3:25])[NH:10]2)=[O:30])[N:47]=[CH:45]1, predict the reactants needed to synthesize it. The reactants are: [Cl:1][C:2]1[C:3]([F:31])=[C:4]([CH:8]2[C:12]([C:15]3[CH:20]=[CH:19][C:18]([Cl:21])=[CH:17][C:16]=3[F:22])([C:13]#[N:14])[CH:11]([CH2:23][C:24]([CH3:27])([CH3:26])[CH3:25])[NH:10][CH:9]2[C:28]([OH:30])=O)[CH:5]=[CH:6][CH:7]=1.CN(C(ON1N=[N:47][C:42]2[CH:43]=C[CH:45]=[N:46][C:41]1=2)=[N+](C)C)C.F[P-](F)(F)(F)(F)F.CC[N:58](C(C)C)C(C)C.